From a dataset of NCI-60 drug combinations with 297,098 pairs across 59 cell lines. Regression. Given two drug SMILES strings and cell line genomic features, predict the synergy score measuring deviation from expected non-interaction effect. (1) Drug 1: C1CCN(CC1)CCOC2=CC=C(C=C2)C(=O)C3=C(SC4=C3C=CC(=C4)O)C5=CC=C(C=C5)O. Drug 2: CC1OCC2C(O1)C(C(C(O2)OC3C4COC(=O)C4C(C5=CC6=C(C=C35)OCO6)C7=CC(=C(C(=C7)OC)O)OC)O)O. Cell line: UACC-257. Synergy scores: CSS=7.21, Synergy_ZIP=-2.35, Synergy_Bliss=4.15, Synergy_Loewe=-3.92, Synergy_HSA=1.13. (2) Drug 1: C1CCC(C1)C(CC#N)N2C=C(C=N2)C3=C4C=CNC4=NC=N3. Drug 2: CC(C)(C#N)C1=CC(=CC(=C1)CN2C=NC=N2)C(C)(C)C#N. Cell line: U251. Synergy scores: CSS=2.22, Synergy_ZIP=-0.411, Synergy_Bliss=-0.319, Synergy_Loewe=-1.01, Synergy_HSA=-0.395.